This data is from Peptide-MHC class II binding affinity with 134,281 pairs from IEDB. The task is: Regression. Given a peptide amino acid sequence and an MHC pseudo amino acid sequence, predict their binding affinity value. This is MHC class II binding data. (1) The peptide sequence is MAEMKTDAATLAQEA. The MHC is DRB1_0404 with pseudo-sequence DRB1_0404. The binding affinity (normalized) is 0.338. (2) The binding affinity (normalized) is 0.112. The MHC is HLA-DQA10401-DQB10402 with pseudo-sequence HLA-DQA10401-DQB10402. The peptide sequence is TPGQCNMVVERLGDY. (3) The peptide sequence is EKKMFAATQFEPLAA. The MHC is HLA-DQA10401-DQB10402 with pseudo-sequence HLA-DQA10401-DQB10402. The binding affinity (normalized) is 0.550. (4) The peptide sequence is RLEDEMKEGRYEVRA. The MHC is DRB1_0301 with pseudo-sequence DRB1_0301. The binding affinity (normalized) is 0.383. (5) The peptide sequence is TGDLVLLDVCPLTLGIETVG. The MHC is DRB1_0405 with pseudo-sequence DRB1_0405. The binding affinity (normalized) is 0.490. (6) The peptide sequence is SQWGWCGSTDEYCSP. The MHC is DRB1_0901 with pseudo-sequence DRB1_0901. The binding affinity (normalized) is 0.108. (7) The peptide sequence is RNTLLFLDLIILNFV. The MHC is DRB1_0701 with pseudo-sequence DRB1_0701. The binding affinity (normalized) is 0.317. (8) The MHC is DRB1_1501 with pseudo-sequence DRB1_1501. The peptide sequence is VCGMFTNRSGSQQ. The binding affinity (normalized) is 0.262. (9) The peptide sequence is VEIKEFANAVKLRRS. The MHC is HLA-DPA10201-DPB11401 with pseudo-sequence HLA-DPA10201-DPB11401. The binding affinity (normalized) is 0.809. (10) The peptide sequence is LQSLGAEIAVEQAAL. The MHC is HLA-DQA10501-DQB10301 with pseudo-sequence HLA-DQA10501-DQB10301. The binding affinity (normalized) is 0.487.